Task: Predict the product of the given reaction.. Dataset: Forward reaction prediction with 1.9M reactions from USPTO patents (1976-2016) Given the reactants [H-].[Na+].[Cl:3][C:4]1[CH:9]=[CH:8][C:7]([C:10]2([C:14](=[O:16])[CH3:15])[CH2:13][CH2:12][CH2:11]2)=[CH:6][CH:5]=1.[C:17](=O)([O:20]C)[O:18][CH3:19].S([O-])(O)(=O)=O.[Na+], predict the reaction product. The product is: [Cl:3][C:4]1[CH:5]=[CH:6][C:7]([C:10]2([C:14](=[O:16])[CH2:15][C:17]([O:18][CH3:19])=[O:20])[CH2:13][CH2:12][CH2:11]2)=[CH:8][CH:9]=1.